Dataset: NCI-60 drug combinations with 297,098 pairs across 59 cell lines. Task: Regression. Given two drug SMILES strings and cell line genomic features, predict the synergy score measuring deviation from expected non-interaction effect. (1) Cell line: ACHN. Synergy scores: CSS=38.4, Synergy_ZIP=1.38, Synergy_Bliss=4.94, Synergy_Loewe=-3.53, Synergy_HSA=3.57. Drug 1: C1=CC(=CC=C1CC(C(=O)O)N)N(CCCl)CCCl.Cl. Drug 2: C(CCl)NC(=O)N(CCCl)N=O. (2) Drug 1: CS(=O)(=O)CCNCC1=CC=C(O1)C2=CC3=C(C=C2)N=CN=C3NC4=CC(=C(C=C4)OCC5=CC(=CC=C5)F)Cl. Drug 2: CN(CC1=CN=C2C(=N1)C(=NC(=N2)N)N)C3=CC=C(C=C3)C(=O)NC(CCC(=O)O)C(=O)O. Cell line: NCI-H460. Synergy scores: CSS=11.2, Synergy_ZIP=1.17, Synergy_Bliss=0.511, Synergy_Loewe=-57.9, Synergy_HSA=-1.53. (3) Drug 1: CN1CCC(CC1)COC2=C(C=C3C(=C2)N=CN=C3NC4=C(C=C(C=C4)Br)F)OC. Drug 2: CNC(=O)C1=CC=CC=C1SC2=CC3=C(C=C2)C(=NN3)C=CC4=CC=CC=N4. Cell line: MOLT-4. Synergy scores: CSS=24.2, Synergy_ZIP=4.95, Synergy_Bliss=8.48, Synergy_Loewe=1.86, Synergy_HSA=9.14. (4) Drug 1: CC12CCC3C(C1CCC2=O)CC(=C)C4=CC(=O)C=CC34C. Drug 2: C1CCC(CC1)NC(=O)N(CCCl)N=O. Cell line: BT-549. Synergy scores: CSS=46.7, Synergy_ZIP=-3.70, Synergy_Bliss=1.80, Synergy_Loewe=-17.0, Synergy_HSA=2.23. (5) Cell line: PC-3. Drug 1: C1C(C(OC1N2C=NC3=C(N=C(N=C32)Cl)N)CO)O. Synergy scores: CSS=32.7, Synergy_ZIP=-7.21, Synergy_Bliss=-12.6, Synergy_Loewe=-10.3, Synergy_HSA=-8.68. Drug 2: CC1CCCC2(C(O2)CC(NC(=O)CC(C(C(=O)C(C1O)C)(C)C)O)C(=CC3=CSC(=N3)C)C)C. (6) Drug 1: CC1=CC2C(CCC3(C2CCC3(C(=O)C)OC(=O)C)C)C4(C1=CC(=O)CC4)C. Drug 2: C1=CN(C(=O)N=C1N)C2C(C(C(O2)CO)O)O.Cl. Cell line: IGROV1. Synergy scores: CSS=16.0, Synergy_ZIP=-3.05, Synergy_Bliss=6.77, Synergy_Loewe=-8.35, Synergy_HSA=5.32. (7) Drug 1: CC1=C2C(C(=O)C3(C(CC4C(C3C(C(C2(C)C)(CC1OC(=O)C(C(C5=CC=CC=C5)NC(=O)OC(C)(C)C)O)O)OC(=O)C6=CC=CC=C6)(CO4)OC(=O)C)O)C)O. Drug 2: CC(C)NC(=O)C1=CC=C(C=C1)CNNC.Cl. Cell line: SNB-19. Synergy scores: CSS=17.6, Synergy_ZIP=-2.00, Synergy_Bliss=-0.122, Synergy_Loewe=-30.6, Synergy_HSA=-2.44. (8) Drug 1: CNC(=O)C1=NC=CC(=C1)OC2=CC=C(C=C2)NC(=O)NC3=CC(=C(C=C3)Cl)C(F)(F)F. Drug 2: CC12CCC3C(C1CCC2OP(=O)(O)O)CCC4=C3C=CC(=C4)OC(=O)N(CCCl)CCCl.[Na+]. Cell line: OVCAR3. Synergy scores: CSS=19.9, Synergy_ZIP=-4.60, Synergy_Bliss=-1.69, Synergy_Loewe=-2.17, Synergy_HSA=-0.782. (9) Drug 1: CCC1(C2=C(COC1=O)C(=O)N3CC4=CC5=C(C=CC(=C5CN(C)C)O)N=C4C3=C2)O.Cl. Drug 2: C(CCl)NC(=O)N(CCCl)N=O. Cell line: NCIH23. Synergy scores: CSS=45.1, Synergy_ZIP=-2.16, Synergy_Bliss=-0.471, Synergy_Loewe=-26.7, Synergy_HSA=0.126.